From a dataset of Full USPTO retrosynthesis dataset with 1.9M reactions from patents (1976-2016). Predict the reactants needed to synthesize the given product. (1) The reactants are: [OH:1][C:2]1[CH:9]=[CH:8][CH:7]=[C:6]([OH:10])[C:3]=1[CH:4]=[O:5].C(N(CC)C(C)C)(C)C.[CH3:20][O:21][CH2:22]Cl.[C:24]([O:27][CH2:28]C)(=O)C. Given the product [CH3:20][O:21][CH2:22][O:1][C:2]1[CH:9]=[CH:8][CH:7]=[C:6]([O:10][CH2:24][O:27][CH3:28])[C:3]=1[CH:4]=[O:5], predict the reactants needed to synthesize it. (2) Given the product [Cl:20][C:17]1[N:16]=[CH:15][C:14]([N:11]2[CH2:10][CH2:9][NH:8][CH2:13][CH2:12]2)=[CH:19][CH:18]=1, predict the reactants needed to synthesize it. The reactants are: C(OC([N:8]1[CH2:13][CH2:12][N:11]([C:14]2[CH:15]=[N:16][C:17]([Cl:20])=[CH:18][CH:19]=2)[CH2:10][CH2:9]1)=O)(C)(C)C.C(O)(C(F)(F)F)=O. (3) Given the product [CH2:1]([O:8][C@@H:9]1[C@@H:14]([O:15][CH2:16][C:17]2[CH:22]=[CH:21][CH:20]=[CH:19][CH:18]=2)[C@@H:13]([O:23][CH2:24][C:25]2[CH:30]=[CH:29][CH:28]=[CH:27][CH:26]=2)[C@@H:12]([CH2:31][O:32][CH2:33][C:34]2[CH:39]=[CH:38][CH:37]=[CH:36][CH:35]=2)[O:11][C@@H:10]1[Br:44])[C:2]1[CH:7]=[CH:6][CH:5]=[CH:4][CH:3]=1, predict the reactants needed to synthesize it. The reactants are: [CH2:1]([O:8][C@@H:9]1[C@@H:14]([O:15][CH2:16][C:17]2[CH:22]=[CH:21][CH:20]=[CH:19][CH:18]=2)[C@@H:13]([O:23][CH2:24][C:25]2[CH:30]=[CH:29][CH:28]=[CH:27][CH:26]=2)[C@@H:12]([CH2:31][O:32][CH2:33][C:34]2[CH:39]=[CH:38][CH:37]=[CH:36][CH:35]=2)[O:11][CH:10]1CC([O-])=O)[C:2]1[CH:7]=[CH:6][CH:5]=[CH:4][CH:3]=1.[BrH:44].C(=O)([O-])O.[Na+]. (4) Given the product [OH:18][C:15]1[CH:16]=[CH:17][C:12]([CH2:11][C:10]([NH:9][C:5]2[CH:6]=[CH:7][CH:8]=[C:3]([C:1]#[C:2][C:25]3[CH:26]=[CH:27][CH:28]=[CH:29][C:24]=3[C:23]([F:32])([F:31])[F:22])[CH:4]=2)=[O:21])=[CH:13][C:14]=1[O:19][CH3:20], predict the reactants needed to synthesize it. The reactants are: [C:1]([C:3]1[CH:4]=[C:5]([NH:9][C:10](=[O:21])[CH2:11][C:12]2[CH:17]=[CH:16][C:15]([OH:18])=[C:14]([O:19][CH3:20])[CH:13]=2)[CH:6]=[CH:7][CH:8]=1)#[CH:2].[F:22][C:23]([F:32])([F:31])[C:24]1[CH:29]=[CH:28][CH:27]=[CH:26][C:25]=1I.C(N(CC)CC)C. (5) Given the product [F:18][C:19]1[CH:20]=[CH:21][C:22]([C@@H:25]2[C@:27]3([C:35]4[C:30](=[CH:31][CH:32]=[CH:33][CH:34]=4)[N:29]([CH2:10][C:6]4[CH:5]=[C:4]([CH:9]=[CH:8][CH:7]=4)[C:3]([NH:17][S:14]([CH3:13])(=[O:16])=[O:15])=[O:12])[C:28]3=[O:36])[CH2:26]2)=[CH:23][CH:24]=1, predict the reactants needed to synthesize it. The reactants are: CO[C:3](=[O:12])[C:4]1[CH:9]=[CH:8][CH:7]=[C:6]([CH2:10]Br)[CH:5]=1.[CH3:13][S:14]([NH2:17])(=[O:16])=[O:15].[F:18][C:19]1[CH:24]=[CH:23][C:22]([C@@H:25]2[C@:27]3([C:35]4[C:30](=[CH:31][CH:32]=[CH:33][CH:34]=4)[NH:29][C:28]3=[O:36])[CH2:26]2)=[CH:21][CH:20]=1.